From a dataset of Forward reaction prediction with 1.9M reactions from USPTO patents (1976-2016). Predict the product of the given reaction. (1) Given the reactants [S:1]1[C:5]2[CH:6]=[CH:7][CH:8]=[CH:9][C:4]=2[N:3]=[CH:2]1.C([Li])CCC.[CH:15](=[O:22])[C:16]1[CH:21]=[CH:20][CH:19]=[CH:18][CH:17]=1, predict the reaction product. The product is: [S:1]1[C:5]2[CH:6]=[CH:7][CH:8]=[CH:9][C:4]=2[N:3]=[C:2]1[CH:15]([C:16]1[CH:21]=[CH:20][CH:19]=[CH:18][CH:17]=1)[OH:22]. (2) Given the reactants C([O-])(=O)C.C([O:8][CH2:9][C@@H:10]1[C@@H:15]([O:16]C(=O)C)[C@H:14]([O:20]C(=O)C)[C@H:13]([F:24])[C@@H:12]([O:25][C:26]2[CH:31]=[CH:30][C:29]([C:32]3[CH:37]=[CH:36][CH:35]=[C:34]([C:38](=[O:41])[NH:39][CH3:40])[CH:33]=3)=[CH:28][CH:27]=2)[O:11]1)(=O)C, predict the reaction product. The product is: [F:24][C@H:13]1[C@@H:14]([OH:20])[C@H:15]([OH:16])[C@@H:10]([CH2:9][OH:8])[O:11][C@@H:12]1[O:25][C:26]1[CH:27]=[CH:28][C:29]([C:32]2[CH:33]=[C:34]([CH:35]=[CH:36][CH:37]=2)[C:38]([NH:39][CH3:40])=[O:41])=[CH:30][CH:31]=1. (3) Given the reactants [NH:1]1[C:9]2[C:4](=[CH:5][CH:6]=[CH:7][CH:8]=2)[C:3]([CH2:10][C:11]([OH:13])=O)=[CH:2]1.[CH:14]([N:17]=[C:18]=[N:19][CH:20]([CH3:22])[CH3:21])([CH3:16])[CH3:15].CN(C=[O:27])C, predict the reaction product. The product is: [NH:1]1[C:9]2[C:4](=[CH:5][CH:6]=[CH:7][CH:8]=2)[C:3]([CH2:10][C:11]([N:17]([CH:14]([CH3:16])[CH3:15])[C:18](=[O:27])[NH:19][CH:20]([CH3:22])[CH3:21])=[O:13])=[CH:2]1. (4) Given the reactants [CH:1]1([CH2:4][O:5][C:6]2[C:14]3[O:13][N:12]=[C:11]([CH2:15][CH2:16][CH:17]4[CH2:22][CH2:21][N:20]([C:23]([O:25][C:26]([CH3:29])([CH3:28])[CH3:27])=[O:24])[CH2:19][CH2:18]4)[C:10]=3[CH:9]=[CH:8][C:7]=2[CH:30]=O)[CH2:3][CH2:2]1.[CH3:32][NH:33][CH3:34].C(O[BH-](OC(=O)C)OC(=O)C)(=O)C.[Na+], predict the reaction product. The product is: [CH:1]1([CH2:4][O:5][C:6]2[C:14]3[O:13][N:12]=[C:11]([CH2:15][CH2:16][CH:17]4[CH2:18][CH2:19][N:20]([C:23]([O:25][C:26]([CH3:27])([CH3:29])[CH3:28])=[O:24])[CH2:21][CH2:22]4)[C:10]=3[CH:9]=[CH:8][C:7]=2[CH2:30][N:33]([CH3:34])[CH3:32])[CH2:3][CH2:2]1. (5) Given the reactants [N:1]([C:4]1[CH:5]=[C:6]([CH:10]=[CH:11][C:12]=1[O:13][C:14](F)(F)F)[C:7]([NH2:9])=[O:8])=[C:2]=[S:3].[CH:18](OC1C=CC(C(N)=O)=CC=1N=C=S)(C)C, predict the reaction product. The product is: [N:1]([C:4]1[C:12]([O:13][CH3:14])=[CH:11][C:10]([CH3:18])=[C:6]([CH:5]=1)[C:7]([NH2:9])=[O:8])=[C:2]=[S:3]. (6) Given the reactants CS(O[CH2:6][CH2:7][C:8]1[CH:13]=[CH:12][C:11]([NH:14][C:15]2[N:24]=[CH:23][C:22]3[CH2:21][C@@H:20]([C:25]4[CH:30]=[CH:29][C:28]([F:31])=[CH:27][CH:26]=4)[C:19]4[CH:32]=[CH:33][CH:34]=[CH:35][C:18]=4[C:17]=3[N:16]=2)=[CH:10][CH:9]=1)(=O)=O.[CH3:36][NH:37][CH:38]1[CH2:43][CH2:42][CH2:41][CH2:40][CH2:39]1, predict the reaction product. The product is: [CH:38]1([N:37]([CH3:36])[CH2:6][CH2:7][C:8]2[CH:13]=[CH:12][C:11]([NH:14][C:15]3[N:24]=[CH:23][C:22]4[CH2:21][C@@H:20]([C:25]5[CH:30]=[CH:29][C:28]([F:31])=[CH:27][CH:26]=5)[C:19]5[CH:32]=[CH:33][CH:34]=[CH:35][C:18]=5[C:17]=4[N:16]=3)=[CH:10][CH:9]=2)[CH2:43][CH2:42][CH2:41][CH2:40][CH2:39]1. (7) Given the reactants Br[C:2]1[CH:7]=[CH:6][C:5]([C:8]2[CH:13]=[C:12]([F:14])[C:11]([F:15])=[C:10]([F:16])[CH:9]=2)=[C:4]([F:17])[CH:3]=1.C([Li])CCC.[B:23](OC)([O:26]C)[O:24]C.Cl, predict the reaction product. The product is: [F:17][C:4]1([B:23]([OH:26])[OH:24])[CH2:3][CH:2]=[CH:7][CH:6]=[C:5]1[C:8]1[CH:13]=[C:12]([F:14])[C:11]([F:15])=[C:10]([F:16])[CH:9]=1.